Task: Predict the reactants needed to synthesize the given product.. Dataset: Full USPTO retrosynthesis dataset with 1.9M reactions from patents (1976-2016) The reactants are: [F:1][C:2]1[CH:7]=[C:6]([B:8]2[O:12][C:11]([CH3:14])([CH3:13])[C:10]([CH3:16])([CH3:15])[O:9]2)[CH:5]=[CH:4][C:3]=1[CH2:17][C:18](O)=[O:19].[F:21][C:22]([F:33])([F:32])[C:23]1([C:26]2[O:30][N:29]=[C:28]([NH2:31])[CH:27]=2)[CH2:25][CH2:24]1.F[P-](F)(F)(F)(F)F.N1(OC(N(C)C)=[N+](C)C)C2N=CC=CC=2N=N1.CCN(C(C)C)C(C)C. Given the product [F:1][C:2]1[CH:7]=[C:6]([B:8]2[O:12][C:11]([CH3:13])([CH3:14])[C:10]([CH3:16])([CH3:15])[O:9]2)[CH:5]=[CH:4][C:3]=1[CH2:17][C:18]([NH:31][C:28]1[CH:27]=[C:26]([C:23]2([C:22]([F:32])([F:21])[F:33])[CH2:25][CH2:24]2)[O:30][N:29]=1)=[O:19], predict the reactants needed to synthesize it.